From a dataset of Forward reaction prediction with 1.9M reactions from USPTO patents (1976-2016). Predict the product of the given reaction. (1) Given the reactants [C:1]1([NH2:8])[CH:6]=[CH:5][C:4]([NH2:7])=[CH:3][CH:2]=1.[C:9]1(=[O:16])[O:15][C:13](=[O:14])[CH:12]=[C:10]1[CH3:11], predict the reaction product. The product is: [NH2:7][C:4]1[CH:5]=[CH:6][C:1]([NH:8][C:13](=[O:14])/[CH:12]=[C:10](/[CH3:11])\[C:9]([OH:16])=[O:15])=[CH:2][CH:3]=1. (2) Given the reactants [C:1]([CH:5]1[CH2:10][CH2:9][CH:8]([C:11]([NH:13][CH:14]([C:17]2[C:18](=[O:28])[NH:19][C:20]([CH:23]3[CH2:27][CH2:26][CH2:25][CH2:24]3)=[N:21][N:22]=2)[CH2:15][CH3:16])=O)[CH2:7][CH2:6]1)([CH3:4])([CH3:3])[CH3:2].P(Cl)(Cl)(Cl)=O, predict the reaction product. The product is: [C:1]([CH:5]1[CH2:10][CH2:9][CH:8]([C:11]2[N:22]3[C:17]([C:18](=[O:28])[NH:19][C:20]([CH:23]4[CH2:27][CH2:26][CH2:25][CH2:24]4)=[N:21]3)=[C:14]([CH2:15][CH3:16])[N:13]=2)[CH2:7][CH2:6]1)([CH3:4])([CH3:3])[CH3:2]. (3) Given the reactants [NH2:1][C:2]1[S:3][CH:4]=[C:5]([C:7]2[C:16]3[C:11](=[CH:12][CH:13]=[CH:14][CH:15]=3)[CH:10]=[CH:9][CH:8]=2)[N:6]=1.[C:17]1(=[O:27])[O:22][C:20](=[O:21])[C:19]2=[CH:23][CH:24]=[CH:25][CH:26]=[C:18]12, predict the reaction product. The product is: [C:7]1([C:5]2[N:6]=[C:2]([NH:1][C:17]([C:18]3[CH:26]=[CH:25][CH:24]=[CH:23][C:19]=3[C:20]([OH:22])=[O:21])=[O:27])[S:3][CH:4]=2)[C:16]2[C:11](=[CH:12][CH:13]=[CH:14][CH:15]=2)[CH:10]=[CH:9][CH:8]=1. (4) Given the reactants [OH:1][C@@H:2]([CH2:32][CH3:33])[CH2:3][C@H:4]1[CH2:15][CH2:14][C:13]2[S:12][C:11]3[N:10]=[CH:9][N:8]=[C:7]([O:16][CH:17]4[CH2:22][CH2:21][CH:20]([N:23](C)[C:24](=O)OC(C)(C)C)[CH2:19][CH2:18]4)[C:6]=3[C:5]1=2.[ClH:34], predict the reaction product. The product is: [ClH:34].[CH3:24][NH:23][CH:20]1[CH2:21][CH2:22][CH:17]([O:16][C:7]2[C:6]3[C:5]4[C@@H:4]([CH2:3][C@@H:2]([OH:1])[CH2:32][CH3:33])[CH2:15][CH2:14][C:13]=4[S:12][C:11]=3[N:10]=[CH:9][N:8]=2)[CH2:18][CH2:19]1. (5) The product is: [Cl:17][C:18]1[N:19]=[N:20][C:21]([CH2:24][N:13]2[CH:12]=[C:11]3[N:16]=[C:8]([C:3]4[CH:4]=[CH:5][CH:6]=[CH:7][C:2]=4[F:1])[N:9]=[C:10]3[CH:15]=[N:14]2)=[CH:22][CH:23]=1. Given the reactants [F:1][C:2]1[CH:7]=[CH:6][CH:5]=[CH:4][C:3]=1[C:8]1[N:16]=[C:11]2[CH:12]=[N:13][NH:14][CH:15]=[C:10]2[N:9]=1.[Cl:17][C:18]1[N:19]=[N:20][C:21]([CH2:24]Cl)=[CH:22][CH:23]=1, predict the reaction product. (6) Given the reactants [Br:1][C:2]1[CH:9]=[CH:8][C:5]([CH2:6][OH:7])=[CH:4][CH:3]=1.N1C=CN=C1.[C:15]([Si:19]([CH3:22])([CH3:21])Cl)([CH3:18])([CH3:17])[CH3:16].O, predict the reaction product. The product is: [Br:1][C:2]1[CH:9]=[CH:8][C:5]([CH2:6][O:7][Si:19]([C:15]([CH3:18])([CH3:17])[CH3:16])([CH3:22])[CH3:21])=[CH:4][CH:3]=1. (7) The product is: [CH3:31][C:2]([CH3:1])([CH3:32])[CH2:3][C:4]1[N:5]=[C:6]([CH2:11][C:12]([C:18]2[CH:23]=[CH:22][C:21]([C:24]3[CH:29]=[CH:28][C:27]([F:30])=[CH:26][N:25]=3)=[CH:20][CH:19]=2)([OH:17])[C:13]([F:16])([F:15])[F:14])[NH:7][C:8]=1[CH2:9][CH3:10]. Given the reactants [CH3:1][C:2]([CH3:32])([CH3:31])[CH2:3][C:4]1[N:5]=[C:6]([CH2:11][C:12]([C:18]2[CH:23]=[CH:22][C:21]([C:24]3[CH:29]=[CH:28][C:27]([F:30])=[CH:26][N:25]=3)=[CH:20][CH:19]=2)([OH:17])[C:13]([F:16])([F:15])[F:14])[NH:7][C:8]=1[CH:9]=[CH2:10], predict the reaction product. (8) Given the reactants FC(F)(F)C(O)=O.[CH2:8]([N:11]1[CH:16]2[CH2:17][CH2:18][CH:12]1[CH2:13][CH:14]([N:19]([C:23]1[CH:24]=[C:25]3[C:29](=[CH:30][CH:31]=1)[N:28](C1CCCCO1)[N:27]=[CH:26]3)[C:20](=[O:22])[CH3:21])[CH2:15]2)[CH2:9][CH3:10].C(=O)([O-])O.[Na+], predict the reaction product. The product is: [NH:28]1[C:29]2[C:25](=[CH:24][C:23]([N:19]([CH:14]3[CH2:15][CH:16]4[N:11]([CH2:8][CH2:9][CH3:10])[CH:12]([CH2:18][CH2:17]4)[CH2:13]3)[C:20](=[O:22])[CH3:21])=[CH:31][CH:30]=2)[CH:26]=[N:27]1.